From a dataset of NCI-60 drug combinations with 297,098 pairs across 59 cell lines. Regression. Given two drug SMILES strings and cell line genomic features, predict the synergy score measuring deviation from expected non-interaction effect. (1) Drug 1: C1=CC(=CC=C1CCC2=CNC3=C2C(=O)NC(=N3)N)C(=O)NC(CCC(=O)O)C(=O)O. Drug 2: CC1=C2C(C(=O)C3(C(CC4C(C3C(C(C2(C)C)(CC1OC(=O)C(C(C5=CC=CC=C5)NC(=O)OC(C)(C)C)O)O)OC(=O)C6=CC=CC=C6)(CO4)OC(=O)C)O)C)O. Cell line: SK-MEL-28. Synergy scores: CSS=16.2, Synergy_ZIP=-4.15, Synergy_Bliss=-1.46, Synergy_Loewe=-0.797, Synergy_HSA=0.884. (2) Drug 1: CCN(CC)CCNC(=O)C1=C(NC(=C1C)C=C2C3=C(C=CC(=C3)F)NC2=O)C. Drug 2: C(CC(=O)O)C(=O)CN.Cl. Cell line: NCI-H226. Synergy scores: CSS=9.12, Synergy_ZIP=-2.01, Synergy_Bliss=1.61, Synergy_Loewe=-0.311, Synergy_HSA=0.970. (3) Drug 1: CCC1(C2=C(COC1=O)C(=O)N3CC4=CC5=C(C=CC(=C5CN(C)C)O)N=C4C3=C2)O.Cl. Drug 2: C1C(C(OC1N2C=NC(=NC2=O)N)CO)O. Cell line: OVCAR-5. Synergy scores: CSS=24.9, Synergy_ZIP=-8.02, Synergy_Bliss=-4.54, Synergy_Loewe=-6.30, Synergy_HSA=-2.35. (4) Drug 1: CC1CCC2CC(C(=CC=CC=CC(CC(C(=O)C(C(C(=CC(C(=O)CC(OC(=O)C3CCCCN3C(=O)C(=O)C1(O2)O)C(C)CC4CCC(C(C4)OC)O)C)C)O)OC)C)C)C)OC. Drug 2: COCCOC1=C(C=C2C(=C1)C(=NC=N2)NC3=CC=CC(=C3)C#C)OCCOC.Cl. Cell line: M14. Synergy scores: CSS=12.4, Synergy_ZIP=-3.09, Synergy_Bliss=1.21, Synergy_Loewe=-10.3, Synergy_HSA=-0.628. (5) Drug 1: CC1C(C(CC(O1)OC2CC(CC3=C2C(=C4C(=C3O)C(=O)C5=C(C4=O)C(=CC=C5)OC)O)(C(=O)C)O)N)O.Cl. Drug 2: CN(C(=O)NC(C=O)C(C(C(CO)O)O)O)N=O. Cell line: 786-0. Synergy scores: CSS=22.9, Synergy_ZIP=-6.88, Synergy_Bliss=0.0313, Synergy_Loewe=-23.2, Synergy_HSA=-0.112. (6) Drug 1: CNC(=O)C1=CC=CC=C1SC2=CC3=C(C=C2)C(=NN3)C=CC4=CC=CC=N4. Drug 2: CN(C)N=NC1=C(NC=N1)C(=O)N. Cell line: SF-268. Synergy scores: CSS=-5.96, Synergy_ZIP=1.38, Synergy_Bliss=-1.50, Synergy_Loewe=-11.7, Synergy_HSA=-7.32. (7) Drug 1: CNC(=O)C1=NC=CC(=C1)OC2=CC=C(C=C2)NC(=O)NC3=CC(=C(C=C3)Cl)C(F)(F)F. Drug 2: CN(CC1=CN=C2C(=N1)C(=NC(=N2)N)N)C3=CC=C(C=C3)C(=O)NC(CCC(=O)O)C(=O)O. Cell line: NCI/ADR-RES. Synergy scores: CSS=22.8, Synergy_ZIP=-7.77, Synergy_Bliss=-3.86, Synergy_Loewe=-0.876, Synergy_HSA=0.642. (8) Drug 1: CC1=C2C(C(=O)C3(C(CC4C(C3C(C(C2(C)C)(CC1OC(=O)C(C(C5=CC=CC=C5)NC(=O)OC(C)(C)C)O)O)OC(=O)C6=CC=CC=C6)(CO4)OC(=O)C)O)C)O. Drug 2: C#CCC(CC1=CN=C2C(=N1)C(=NC(=N2)N)N)C3=CC=C(C=C3)C(=O)NC(CCC(=O)O)C(=O)O. Cell line: NCI-H522. Synergy scores: CSS=76.8, Synergy_ZIP=2.64, Synergy_Bliss=0.245, Synergy_Loewe=-8.99, Synergy_HSA=0.387.